This data is from Catalyst prediction with 721,799 reactions and 888 catalyst types from USPTO. The task is: Predict which catalyst facilitates the given reaction. (1) Reactant: [C:1]1(=[O:11])[NH:5][C:4](=[O:6])[C:3]2=[CH:7][CH:8]=[CH:9][CH:10]=[C:2]12.[K].[C:13]1([C:47]2[CH:52]=[CH:51][CH:50]=[CH:49][CH:48]=2)[CH:18]=[CH:17][C:16]([CH2:19][CH2:20][CH:21]([O:37]CC2C=CC(OC)=CC=2)[CH:22]([CH2:30][CH2:31]OS(C)(=O)=O)[C:23]([O:25]C(C)(C)C)=[O:24])=[CH:15][CH:14]=1. Product: [C:13]1([C:47]2[CH:48]=[CH:49][CH:50]=[CH:51][CH:52]=2)[CH:14]=[CH:15][C:16]([CH2:19][CH2:20][CH:21]([OH:37])[CH:22]([CH2:30][CH2:31][N:5]2[C:1](=[O:11])[C:2]3[C:3](=[CH:7][CH:8]=[CH:9][CH:10]=3)[C:4]2=[O:6])[C:23]([OH:25])=[O:24])=[CH:17][CH:18]=1. The catalyst class is: 9. (2) Reactant: [O:1]([C:8]1[CH:9]=[C:10]([CH:14]([CH2:17][CH3:18])[C:15]#[N:16])[CH:11]=[CH:12][CH:13]=1)[C:2]1[CH:7]=[CH:6][CH:5]=[CH:4][CH:3]=1.[H-].[Na+].I[CH2:22][CH3:23]. Product: [CH2:17]([C:14]([C:10]1[CH:11]=[CH:12][CH:13]=[C:8]([O:1][C:2]2[CH:3]=[CH:4][CH:5]=[CH:6][CH:7]=2)[CH:9]=1)([CH2:22][CH3:23])[C:15]#[N:16])[CH3:18]. The catalyst class is: 3. (3) Reactant: [O:1]=[C:2]1C2C(=CC=CC=2)C(=O)[N:3]1[CH2:12][CH2:13][C:14]1[N:15]2[C:19](=[C:20]([C:26]([O:28][CH3:29])=[O:27])[C:21]=1C(OC)=O)[CH2:18][C:17]([CH3:31])([CH3:30])[CH2:16]2.O.NN. Product: [CH3:31][C:17]1([CH3:30])[CH2:18][C:19]2[N:15]([C:14]3[CH2:13][CH2:12][NH:3][C:2](=[O:1])[C:21]=3[C:20]=2[C:26]([O:28][CH3:29])=[O:27])[CH2:16]1. The catalyst class is: 14. (4) Reactant: [H-].[Na+].[OH:3][C@H:4]1[CH2:23][N:7]2[C:8](=[O:22])[N:9]([C:11]3[CH:16]=[CH:15][C:14]([O:17][C:18]([F:21])([F:20])[F:19])=[CH:13][CH:12]=3)[CH2:10][C@@H:6]2[CH2:5]1.[CH2:24]([CH:27]1[CH2:29][O:28]1)[CH2:25][CH3:26].O. Product: [OH:28][CH:27]([CH2:24][CH2:25][CH3:26])[CH2:29][O:3][C@H:4]1[CH2:23][N:7]2[C:8](=[O:22])[N:9]([C:11]3[CH:16]=[CH:15][C:14]([O:17][C:18]([F:21])([F:19])[F:20])=[CH:13][CH:12]=3)[CH2:10][C@@H:6]2[CH2:5]1. The catalyst class is: 1. (5) Reactant: Br[CH2:2][CH2:3][CH2:4][O:5][C:6]1[CH:11]=[CH:10][C:9]([B:12]2[O:16][C:15]([CH3:18])([CH3:17])[C:14]([CH3:20])([CH3:19])[O:13]2)=[CH:8][CH:7]=1.[CH2:21]([N:23]([CH2:27][CH3:28])[CH2:24][CH2:25][NH2:26])[CH3:22].C(=O)([O-])[O-].[K+].[K+]. Product: [CH2:21]([N:23]([CH2:27][CH3:28])[CH2:24][CH2:25][NH:26][CH2:2][CH2:3][CH2:4][O:5][C:6]1[CH:11]=[CH:10][C:9]([B:12]2[O:16][C:15]([CH3:18])([CH3:17])[C:14]([CH3:20])([CH3:19])[O:13]2)=[CH:8][CH:7]=1)[CH3:22]. The catalyst class is: 10. (6) Reactant: [F:1][CH:2]([F:30])[CH2:3][N:4]1[CH2:9][C:8]2([CH2:14][CH2:13][N:12]([C:15]([O:17][C:18]([CH3:21])([CH3:20])[CH3:19])=[O:16])[CH2:11][CH2:10]2)[O:7][CH:6]([C:22](=O)[NH:23][CH2:24][C:25](=[O:28])[CH2:26][CH3:27])[CH2:5]1. Product: [F:30][CH:2]([F:1])[CH2:3][N:4]1[CH2:9][C:8]2([CH2:10][CH2:11][N:12]([C:15]([O:17][C:18]([CH3:21])([CH3:20])[CH3:19])=[O:16])[CH2:13][CH2:14]2)[O:7][CH:6]([C:22]2[O:28][C:25]([CH2:26][CH3:27])=[CH:24][N:23]=2)[CH2:5]1. The catalyst class is: 1. (7) Reactant: Br[C:2]1[C:3]([C:25]2[CH:30]=[CH:29][N:28]=[CH:27][CH:26]=2)=[C:4]([C:17]2[CH:22]=[CH:21][C:20]([F:23])=[C:19]([F:24])[CH:18]=2)[N:5]([Si](C(C)C)(C(C)C)C(C)C)[CH:6]=1.[CH3:31][C:32]1[CH:33]=[C:34]([C@H:38]2[CH2:46][N:45]3[C@H:40]([CH2:41][C:42](=O)[CH2:43][CH2:44]3)[CH2:39]2)[CH:35]=[CH:36][CH:37]=1.C(OCC)(=O)C.C(N)(C)C. Product: [F:24][C:19]1[CH:18]=[C:17]([C:4]2[NH:5][CH:6]=[C:2]([C:42]3[CH2:43][CH2:44][N:45]4[C@H:40]([CH:41]=3)[CH2:39][C@@H:38]([C:34]3[CH:35]=[CH:36][CH:37]=[C:32]([CH3:31])[CH:33]=3)[CH2:46]4)[C:3]=2[C:25]2[CH:30]=[CH:29][N:28]=[CH:27][CH:26]=2)[CH:22]=[CH:21][C:20]=1[F:23]. The catalyst class is: 5. (8) Reactant: C(N(CC)CC)C.Cl.[NH2:9][CH2:10][C:11]([O:13][CH2:14][C:15]1[CH:20]=[CH:19][CH:18]=[CH:17][CH:16]=1)=[O:12].[C:21]1(=O)[CH2:26][CH2:25][CH2:24][CH2:23][CH2:22]1.[BH4-].[Na+]. Product: [CH:21]1([NH:9][CH2:10][C:11]([O:13][CH2:14][C:15]2[CH:20]=[CH:19][CH:18]=[CH:17][CH:16]=2)=[O:12])[CH2:26][CH2:25][CH2:24][CH2:23][CH2:22]1. The catalyst class is: 5. (9) Reactant: [Cl:1][C:2]1[CH:7]=[C:6]([Cl:8])[CH:5]=[CH:4][C:3]=1[C:9]1[CH:10]=[CH:11][CH:12]=[C:13]2[C:17]=1[NH:16][N:15]=[CH:14]2.S(OC)(O[CH3:22])(=O)=O. Product: [Cl:1][C:2]1[CH:7]=[C:6]([Cl:8])[CH:5]=[CH:4][C:3]=1[C:9]1[C:17]2[C:13](=[CH:14][N:15]([CH3:22])[N:16]=2)[CH:12]=[CH:11][CH:10]=1. The catalyst class is: 11.